From a dataset of Reaction yield outcomes from USPTO patents with 853,638 reactions. Predict the reaction yield, written as a fraction of the theoretical maximum amount of product (1.0 means a 100% yield; for example, 0.34 means a 34% yield). (1) The reactants are O.[OH-].[Li+].C[O:5][C:6](=[O:39])[CH2:7][C:8]1[C:17]([CH3:18])=[C:16]([C:19]2[CH:24]=[CH:23][C:22]([S:25](=[O:37])(=[O:36])[NH:26][CH2:27][C:28]3[CH:33]=[CH:32][C:31]([O:34][CH3:35])=[CH:30][CH:29]=3)=[CH:21][CH:20]=2)[C:15]2[C:10](=[CH:11][CH:12]=[C:13]([F:38])[CH:14]=2)[CH:9]=1.C1COCC1.O. The catalyst is CCCCCC. The product is [F:38][C:13]1[CH:14]=[C:15]2[C:10](=[CH:11][CH:12]=1)[CH:9]=[C:8]([CH2:7][C:6]([OH:39])=[O:5])[C:17]([CH3:18])=[C:16]2[C:19]1[CH:20]=[CH:21][C:22]([S:25](=[O:36])(=[O:37])[NH:26][CH2:27][C:28]2[CH:29]=[CH:30][C:31]([O:34][CH3:35])=[CH:32][CH:33]=2)=[CH:23][CH:24]=1. The yield is 0.990. (2) The reactants are [CH3:1][N:2]1[CH:6]([C:7]([O:9][C:10]([CH3:13])([CH3:12])[CH3:11])=[O:8])[CH2:5][NH:4][C:3]1=[O:14].Br[C:16]1[N:17]([CH3:21])[CH:18]=[CH:19][N:20]=1.P([O-])([O-])([O-])=O.[K+].[K+].[K+].CN(C)[C@@H]1CCCC[C@H]1N. The catalyst is O1CCOCC1.ClCCl.[Cu]I. The product is [CH3:1][N:2]1[CH:6]([C:7]([O:9][C:10]([CH3:11])([CH3:13])[CH3:12])=[O:8])[CH2:5][N:4]([C:16]2[N:17]([CH3:21])[CH:18]=[CH:19][N:20]=2)[C:3]1=[O:14]. The yield is 0.378. (3) The reactants are [C:1]([C:3]1[C:4]([NH2:9])=[N:5][CH:6]=[CH:7][CH:8]=1)#[CH:2].Cl.[N:11]1[CH:16]=[CH:15][CH:14]=[CH:13][C:12]=1[CH2:17][CH2:18][C:19]1[CH:24]=[CH:23][C:22]([CH2:25][C:26](Cl)=[N:27][OH:28])=[CH:21][CH:20]=1.C(N(CC)CC)C. The catalyst is O1CCCC1. The product is [N:11]1[CH:16]=[CH:15][CH:14]=[CH:13][C:12]=1[CH2:17][CH2:18][C:19]1[CH:24]=[CH:23][C:22]([CH2:25][C:26]2[CH:2]=[C:1]([C:3]3[C:4]([NH2:9])=[N:5][CH:6]=[CH:7][CH:8]=3)[O:28][N:27]=2)=[CH:21][CH:20]=1. The yield is 0.180. (4) The reactants are [NH:1]1[C:9]2[C:4](=[CH:5][CH:6]=[C:7]([CH:10]([C:16]3[CH:21]=[CH:20][CH:19]=[C:18]([O:22][CH3:23])[CH:17]=3)[CH2:11][C:12]([NH:14][CH3:15])=O)[CH:8]=2)[CH:3]=[CH:2]1.N1C2C(=CC=CC=2C(C2C=CC=CC=2)CCNC)C=C1. No catalyst specified. The product is [NH:1]1[C:9]2[C:4](=[CH:5][CH:6]=[C:7]([CH:10]([C:16]3[CH:21]=[CH:20][CH:19]=[C:18]([O:22][CH3:23])[CH:17]=3)[CH2:11][CH2:12][NH:14][CH3:15])[CH:8]=2)[CH:3]=[CH:2]1. The yield is 0.940. (5) The reactants are [CH3:1][C:2]1[N:7]=[C:6]2[S:8][C:9]3[CH2:13][CH2:12][CH2:11][C:10]=3[C:5]2=[C:4]([C:14]2[CH:19]=[CH:18][C:17]([CH3:20])=[CH:16][CH:15]=2)[C:3]=1[CH:21]([CH:26]1[CH2:30][CH2:29][CH2:28][CH2:27]1)[C:22]([O:24]C)=[O:23].[OH-].[Na+].Cl. The catalyst is CO. The product is [CH3:1][C:2]1[N:7]=[C:6]2[S:8][C:9]3[CH2:13][CH2:12][CH2:11][C:10]=3[C:5]2=[C:4]([C:14]2[CH:19]=[CH:18][C:17]([CH3:20])=[CH:16][CH:15]=2)[C:3]=1[CH:21]([CH:26]1[CH2:30][CH2:29][CH2:28][CH2:27]1)[C:22]([OH:24])=[O:23]. The yield is 0.400. (6) The reactants are [CH3:1][C:2]1[O:6][N:5]=[C:4]([C:7]2[CH:12]=[CH:11][CH:10]=[CH:9][CH:8]=2)[C:3]=1[CH2:13][O:14][C:15]1[CH:23]=[CH:22][C:18]([C:19]([OH:21])=O)=[CH:17][N:16]=1.[NH:24]1[C:27]2([CH2:30][O:29][CH2:28]2)[CH2:26][CH2:25]1. No catalyst specified. The product is [CH3:1][C:2]1[O:6][N:5]=[C:4]([C:7]2[CH:8]=[CH:9][CH:10]=[CH:11][CH:12]=2)[C:3]=1[CH2:13][O:14][C:15]1[N:16]=[CH:17][C:18]([C:19]([N:24]2[C:27]3([CH2:30][O:29][CH2:28]3)[CH2:26][CH2:25]2)=[O:21])=[CH:22][CH:23]=1. The yield is 0.350. (7) The reactants are Cl.F[C:3]1[CH:8]=[C:7]([C:9]2[CH:14]=[CH:13][N:12]=[C:11]([NH:15][CH:16]3[CH2:21][CH2:20][O:19][CH2:18][CH2:17]3)[N:10]=2)[CH:6]=[CH:5][N:4]=1.C([O-])(O)=[O:23].[Na+]. No catalyst specified. The product is [O:19]1[CH2:20][CH2:21][CH:16]([NH:15][C:11]2[N:10]=[C:9]([C:7]3[CH:6]=[CH:5][NH:4][C:3](=[O:23])[CH:8]=3)[CH:14]=[CH:13][N:12]=2)[CH2:17][CH2:18]1. The yield is 0.940. (8) The reactants are [Cl:1][C:2]1[CH:11]=[C:10]2[C:5]([CH:6]=[CH:7][C:8]([CH3:12])=[N:9]2)=[C:4]([N:13]2[CH2:18][CH2:17][N:16]([CH2:19][CH2:20][C:21]3[CH:22]=[C:23]([CH:25]=[CH:26][CH:27]=3)[NH2:24])[CH2:15][CH2:14]2)[CH:3]=1.[C:28]([Cl:31])(=[O:30])[CH3:29]. No catalyst specified. The product is [ClH:1].[ClH:31].[Cl:1][C:2]1[CH:11]=[C:10]2[C:5]([CH:6]=[CH:7][C:8]([CH3:12])=[N:9]2)=[C:4]([N:13]2[CH2:14][CH2:15][N:16]([CH2:19][CH2:20][C:21]3[CH:22]=[C:23]([NH:24][C:28](=[O:30])[CH3:29])[CH:25]=[CH:26][CH:27]=3)[CH2:17][CH2:18]2)[CH:3]=1. The yield is 0.650. (9) The reactants are [OH-].[Na+].[CH:3]12[CH2:12][CH:7]3[CH2:8][CH:9]([CH2:11][CH:5]([CH2:6]3)[CH:4]1[NH:13][C:14]([C:16]1[CH:17]=[N:18][N:19]([C:25]3[CH:34]=[CH:33][C:28]([C:29]([O:31]C)=[O:30])=[CH:27][CH:26]=3)[C:20]=1[C:21]([CH3:24])([CH3:23])[CH3:22])=[O:15])[CH2:10]2. The catalyst is CO. The product is [CH:3]12[CH2:10][CH:9]3[CH2:8][CH:7]([CH2:6][CH:5]([CH2:11]3)[CH:4]1[NH:13][C:14]([C:16]1[CH:17]=[N:18][N:19]([C:25]3[CH:34]=[CH:33][C:28]([C:29]([OH:31])=[O:30])=[CH:27][CH:26]=3)[C:20]=1[C:21]([CH3:23])([CH3:24])[CH3:22])=[O:15])[CH2:12]2. The yield is 0.890. (10) The reactants are [C:1]([O:6][CH2:7][CH2:8][N:9]([CH3:18])[C:10](=[O:17])[C:11](OC)([O:13]C)[CH3:12])(=[O:5])[C:2]([CH3:4])=[CH2:3].Cl.C(=O)([O-])O.[Na+].[Cl-].[Na+]. The catalyst is C(OCC)(=O)C. The product is [C:1]([O:6][CH2:7][CH2:8][N:9]([CH3:18])[C:10](=[O:17])[C:11]([CH3:12])=[O:13])(=[O:5])[C:2]([CH3:4])=[CH2:3]. The yield is 0.900.